Dataset: Reaction yield outcomes from USPTO patents with 853,638 reactions. Task: Predict the reaction yield, written as a fraction of the theoretical maximum amount of product (1.0 means a 100% yield; for example, 0.34 means a 34% yield). (1) The reactants are C(O[C:4]([C:6]1[NH:10][C:9]2[S:11][C:12]([Cl:14])=[CH:13][C:8]=2[CH:7]=1)=[O:5])C.[CH3:15][N:16]1[CH2:21][CH2:20][NH:19][CH2:18][CH2:17]1. No catalyst specified. The product is [Cl:14][C:12]1[S:11][C:9]2[NH:10][C:6]([C:4]([N:19]3[CH2:20][CH2:21][N:16]([CH3:15])[CH2:17][CH2:18]3)=[O:5])=[CH:7][C:8]=2[CH:13]=1. The yield is 0.800. (2) The reactants are [Si:1]([O:8][CH2:9][CH2:10][N:11]([CH:28]([CH3:30])[CH3:29])[C:12]([C:14]1[N:15]=[C:16]([N:19]2[CH2:22][CH:21](OS(C)(=O)=O)[CH2:20]2)[S:17][CH:18]=1)=[O:13])([C:4]([CH3:7])([CH3:6])[CH3:5])([CH3:3])[CH3:2].[C:31]([O-:34])(=[S:33])[CH3:32].[K+]. The catalyst is CN(C)C=O. The product is [C:31]([S:33][CH:21]1[CH2:20][N:19]([C:16]2[S:17][CH:18]=[C:14]([C:12](=[O:13])[N:11]([CH2:10][CH2:9][O:8][Si:1]([C:4]([CH3:5])([CH3:7])[CH3:6])([CH3:3])[CH3:2])[CH:28]([CH3:30])[CH3:29])[N:15]=2)[CH2:22]1)(=[O:34])[CH3:32]. The yield is 1.00. (3) The reactants are [CH2:1]([C:3]([C:19]1[CH:24]=[CH:23][C:22]([O:25][CH2:26][C:27]([O:29]CC)=[O:28])=[C:21]([O:32][CH3:33])[CH:20]=1)=[C:4]([C:12]1[CH:17]=[CH:16][C:15]([OH:18])=[CH:14][CH:13]=1)[C:5]1[CH:10]=[CH:9][C:8]([OH:11])=[CH:7][CH:6]=1)[CH3:2].[OH-].[Na+].C1COCC1. The catalyst is CCO. The product is [CH2:1]([C:3]([C:19]1[CH:24]=[CH:23][C:22]([O:25][CH2:26][C:27]([OH:29])=[O:28])=[C:21]([O:32][CH3:33])[CH:20]=1)=[C:4]([C:12]1[CH:13]=[CH:14][C:15]([OH:18])=[CH:16][CH:17]=1)[C:5]1[CH:10]=[CH:9][C:8]([OH:11])=[CH:7][CH:6]=1)[CH3:2]. The yield is 0.840. (4) The yield is 0.830. The catalyst is C1COCC1. The product is [N+:1]([C:4]1[CH:5]=[C:6]([CH:10]=[C:11]([C:13]([F:16])([F:15])[F:14])[CH:12]=1)[C:7]([NH2:17])=[O:8])([O-:3])=[O:2]. The reactants are [N+:1]([C:4]1[CH:5]=[C:6]([CH:10]=[C:11]([C:13]([F:16])([F:15])[F:14])[CH:12]=1)[C:7](Cl)=[O:8])([O-:3])=[O:2].[NH4+:17].[OH-]. (5) The catalyst is CO. The reactants are C1COCC1.C([O:14][CH2:15][C:16]1([CH3:26])[O:25][CH2:24][C:19]2([O:23][CH2:22][CH2:21][O:20]2)[CH2:18][O:17]1)(=O)C1C=CC=CC=1.[OH-].[Na+]. The yield is 0.900. The product is [CH3:26][C:16]1([CH2:15][OH:14])[O:17][CH2:18][C:19]2([O:20][CH2:21][CH2:22][O:23]2)[CH2:24][O:25]1. (6) The reactants are [O:1]=[C:2]1[CH:7]([C:8]([O-:10])=O)[O:6][CH2:5][CH2:4][N:3]1[C:11]1[CH:16]=[CH:15][CH:14]=[CH:13][CH:12]=1.[Li+].Cl.C([NH+](CC)CC)C.N1C2C(=NC=CC=2)N(O)N=1.[F:36][C:37]1[CH:38]=[C:39]([NH2:56])[CH:40]=[CH:41][C:42]=1[O:43][C:44]1[C:53]2[C:48](=[CH:49][C:50]([O:54][CH3:55])=[CH:51][CH:52]=2)[N:47]=[CH:46][CH:45]=1. No catalyst specified. The product is [F:36][C:37]1[CH:38]=[C:39]([NH:56][C:8]([CH:7]2[O:6][CH2:5][CH2:4][N:3]([C:11]3[CH:16]=[CH:15][CH:14]=[CH:13][CH:12]=3)[C:2]2=[O:1])=[O:10])[CH:40]=[CH:41][C:42]=1[O:43][C:44]1[C:53]2[C:48](=[CH:49][C:50]([O:54][CH3:55])=[CH:51][CH:52]=2)[N:47]=[CH:46][CH:45]=1. The yield is 0.152.